This data is from Catalyst prediction with 721,799 reactions and 888 catalyst types from USPTO. The task is: Predict which catalyst facilitates the given reaction. (1) Reactant: [C:1]([C:5]1[CH:10]=[CH:9][C:8]([N:11]2[C:23]3[CH:22]=[CH:21][CH:20]=[CH:19][C:18]=3[C:17]3[C:12]2=[CH:13][CH:14]=[CH:15][CH:16]=3)=[CH:7][CH:6]=1)([CH3:4])([CH3:3])[CH3:2].[C:24]1([C:30]([C:38]2[CH:43]=[CH:42][CH:41]=[CH:40][CH:39]=2)([C:32]2[CH:37]=[CH:36][CH:35]=[CH:34][CH:33]=2)O)[CH:29]=[CH:28][CH:27]=[CH:26][CH:25]=1.CS(O)(=O)=O.O=P12OP3(OP(OP(O3)(O1)=O)(=O)O2)=O. Product: [C:24]1([C:30]([C:38]2[CH:43]=[CH:42][CH:41]=[CH:40][CH:39]=2)([C:32]2[CH:37]=[CH:36][CH:35]=[CH:34][CH:33]=2)[C:20]2[CH:21]=[CH:22][C:23]3[N:11]([C:8]4[CH:9]=[CH:10][C:5]([C:1]([CH3:4])([CH3:2])[CH3:3])=[CH:6][CH:7]=4)[C:12]4[C:17]([C:18]=3[CH:19]=2)=[CH:16][C:15]([C:30]([C:24]2[CH:29]=[CH:28][CH:27]=[CH:26][CH:25]=2)([C:38]2[CH:39]=[CH:40][CH:41]=[CH:42][CH:43]=2)[C:32]2[CH:33]=[CH:34][CH:35]=[CH:36][CH:37]=2)=[CH:14][CH:13]=4)[CH:29]=[CH:28][CH:27]=[CH:26][CH:25]=1. The catalyst class is: 2. (2) Reactant: [F:1][C:2]([F:7])([F:6])[C:3]([OH:5])=[O:4].[CH:8]1([C:14]2([OH:25])[CH2:17][N:16](C(OC(C)(C)C)=O)[CH2:15]2)[CH2:13][CH2:12][CH2:11][CH2:10][CH2:9]1. Product: [F:1][C:2]([F:7])([F:6])[C:3]([OH:5])=[O:4].[CH:8]1([C:14]2([OH:25])[CH2:17][NH:16][CH2:15]2)[CH2:9][CH2:10][CH2:11][CH2:12][CH2:13]1. The catalyst class is: 4. (3) Reactant: [NH2:1][C:2]1[CH:6]=[CH:5][N:4]([CH3:7])[N:3]=1.[Al](Cl)(C)C.[CH3:12][S:13]([C:16]1[CH:43]=[CH:42][C:19]([O:20][C:21]2[C:26]3[CH:27]=[C:28]([CH2:30][N:31]4[CH2:35][CH2:34][CH2:33][C:32]4=[O:36])[O:29][C:25]=3[CH:24]=[C:23]([C:37](OCC)=[O:38])[CH:22]=2)=[CH:18][CH:17]=1)(=[O:15])=[O:14]. Product: [CH3:7][N:4]1[CH:5]=[CH:6][C:2]([NH:1][C:37]([C:23]2[CH:22]=[C:21]([O:20][C:19]3[CH:42]=[CH:43][C:16]([S:13]([CH3:12])(=[O:14])=[O:15])=[CH:17][CH:18]=3)[C:26]3[CH:27]=[C:28]([CH2:30][N:31]4[CH2:35][CH2:34][CH2:33][C:32]4=[O:36])[O:29][C:25]=3[CH:24]=2)=[O:38])=[N:3]1. The catalyst class is: 26.